This data is from Experimentally validated miRNA-target interactions with 360,000+ pairs, plus equal number of negative samples. The task is: Binary Classification. Given a miRNA mature sequence and a target amino acid sequence, predict their likelihood of interaction. (1) The miRNA is hsa-miR-378c with sequence ACUGGACUUGGAGUCAGAAGAGUGG. The protein sequence of the target gene is MPREDRATWKSNYFLKIIQLLDDYPKCFIVGADNVGSKQMQQIRMSLRGKAVVLMGKNTMMRKAIRGHLENNPALEKLLPHIRGNVGFVFTKEDLTEIRDMLLANKVPAAARAGAIAPCEVTVPAQNTGLGPEKTSFFQALGITTKISRGTIEILSDVQLIKTGDKVGASEATLLNMLNISPFSFGLIIQQVFDNGSIYNPEVLDITEQALHSRFLEGVRNVASVCLQIGYPTVASVPHSIINGYKRVLALSVETEYTFPLTEKVKAFLADPSAFAAAAPAAAATTAAPAAAAAPAKAEA.... Result: 0 (no interaction). (2) The protein sequence of the target gene is MAAAGARLSPGPGSGLRGRPRLCFHPGPPPLLPLLLLFLLLLPPPPLLAGATAAASREPDSPCRLKTVTVSTLPALRESDIGWSGARAGAGAGTGAGAAAAAASPGSPGSAGTAAESRLLLFVRNELPGRIAVQDDLDNTELPFFTLEMSGTAADISLVHWRQQWLENGTLYFHVSMSSSGQLAQATAPTLQEPSEIVEEQMHILHISVMGGLIALLLLLLVFTVALYAQRRWQKRRRIPQKSASTEATHEIHYIPSVLLGPQARESFRSSRLQTHNSVIGVPIRETPILDDYDCEEDEE.... Result: 0 (no interaction). The miRNA is hsa-miR-889-5p with sequence AAUGGCUGUCCGUAGUAUGGUC. (3) The miRNA is hsa-miR-4690-5p with sequence GAGCAGGCGAGGCUGGGCUGAA. The protein sequence of the target gene is MSNTQAERSIIGMIDMFHKYTRRDDKIEKPSLLTMMKENFPNFLSACDKKGTNYLADVFEKKDKNEDKKIDFSEFLSLLGDIATDYHKQSHGAAPCSGGSQ. Result: 0 (no interaction). (4) The miRNA is rno-miR-132-3p with sequence UAACAGUCUACAGCCAUGGUCG. The protein sequence of the target gene is MAQFVQVLAEIGDFGRFQIQLLILLCVLNFLSPFYFFAHVFMVLDEPHHCAVAWVKNHTFNLSAAEQLVLSVPLDTAGHPEPCLMFRPPPANASLQDILSHRFNETQPCDMGWEYPENRLPSLKNEFNLVCDRKHLKDTTQSVFMAGLLVGTLMFGPLCDRIGRKATILAQLLLFTLIGLATAFVPSFELYMALRFAVATAVAGLSFSNVTLLTEWVGPSWRTQAVVLAQCNFSLGQMVLAGLAYGFRNWRLLQITGTAPGLLLFFYFWALPESARWLLTRGRMDEAIQLIQKAASVNRR.... Result: 0 (no interaction). (5) The miRNA is hsa-miR-1272 with sequence GAUGAUGAUGGCAGCAAAUUCUGAAA. The protein sequence of the target gene is MEDEVVRFAKKMDKMVQKKNAAGALDLLKELKNIPMTLELLQSTRIGMSVNAIRKQSTDEEVTSLAKSLIKSWKKLLDGPSTEKDLDEKKKEPAITSQNSPEAREESTSSGNVSNRKDETNARDTYVSSFPRAPSTSDSVRLKCREMLAAALRTGDDYIAIGADEEELGSQIEEAIYQEIRNTDMKYKNRVRSRISNLKDAKNPNLRKNVLCGNIPPDLFARMTAEEMASDELKEMRKNLTKEAIREHQMAKTGGTQTDLFTCGKCKKKNCTYTQVQTRSADEPMTTFVVCNECGNRWKF.... Result: 1 (interaction). (6) The miRNA is hsa-miR-511-3p with sequence AAUGUGUAGCAAAAGACAGA. Result: 0 (no interaction). The protein sequence of the target gene is MEPPGEKPGEAEALSITPQLLKSHSGEFALDSILLLKLRGLGVVDLGCLGECLNLEWLDLSGNALTHLGPLASLRQLAVLNVSNNRLTGLEPLAACENLQSLNAAGNLLTTPGQLQCLAGLQALEHLRLRDPLARLSNPLCANASYWAVVRELLPGLKVIDGERVSGRGSELYQLCRDLDSSLRSGSSPGPRAIEAQPWVEPGYWESWPIRSSSILEEACRQFQDTLQECLDLDRQASDSLAQAQQALSPAETTSSFVF. (7) The miRNA is hsa-miR-6893-5p with sequence CAGGCAGGUGUAGGGUGGAGC. The protein sequence of the target gene is MDSPGYNCFVDKDKMDAAIQDLGPKELSCTELQELKQLARQGYWAQSHALRGKVYQRLIRDIPCRTVTPDASVYSDIVGKIVGKHSSSCLPLPEFVDNTQVPSYCLNARGEGAVRKILLCLANQFPDISFCPALPAVVALLLHYSIDEAECFEKACRILACNDPGRRLIDQSFLAFESSCMTFGDLVNKYCQAAHKLMVAVSEDVLQVYADWQRWLFGELPLCYFARVFDVFLVEGYKVLYRVALAILKFFHKVRAGQPLESDSVKQDIRTFVRDIAKTVSPEKLLEKAFAIRLFSRKEI.... Result: 1 (interaction). (8) The miRNA is rno-let-7i-5p with sequence UGAGGUAGUAGUUUGUGCUGUU. The protein sequence of the target gene is MLAARTGAAGSQISEENTKLRRQSGFSVAGKDKSPKKASENAKDSSLSPSGESQLRARQLALLREVEMNWYLKLCDLSSEHTTVCTTGMPHRNLGKSGLRVSCLGLGTWVTFGGQISDEVAERLMTIAYESGVNLFDTAEVYAAGKAEVILGSIIKKKGWRRSSLVITTKLYWGGKAETERGLSRKHIIEGLKGSLQRLQLEYVDVVFANRPDSNTPMEEIVRAMTHVINQGMAMYWGTSRWSAMEIMEAYSVARQFNMIPPVCEQAEYHLFQREKVEVQLPELYHKIGVGAMTWSPLAC.... Result: 0 (no interaction).